Dataset: Reaction yield outcomes from USPTO patents with 853,638 reactions. Task: Predict the reaction yield, written as a fraction of the theoretical maximum amount of product (1.0 means a 100% yield; for example, 0.34 means a 34% yield). (1) The reactants are [NH2:1][C:2]1[CH:11]=[CH:10][C:9]([I:12])=[CH:8][C:3]=1[C:4]([O:6][CH3:7])=[O:5].C(N(C(C)C)CC)(C)C.[F:22][C:23]([F:34])([F:33])[C:24]1[CH:32]=[CH:31][C:27]([C:28](Cl)=[O:29])=[CH:26][CH:25]=1. The catalyst is C1COCC1. The product is [I:12][C:9]1[CH:10]=[CH:11][C:2]([NH:1][C:28](=[O:29])[C:27]2[CH:31]=[CH:32][C:24]([C:23]([F:22])([F:33])[F:34])=[CH:25][CH:26]=2)=[C:3]([CH:8]=1)[C:4]([O:6][CH3:7])=[O:5]. The yield is 0.820. (2) The reactants are CN(C)CCNC.C(=O)=O.CC#N.[CH2:14]([Li])[CH2:15][CH2:16]C.[F:19][C:20]([F:30])([F:29])[C:21]1[CH:28]=[CH:27][C:24]([CH:25]=[O:26])=[CH:23][CH:22]=1.C(Br)C=C. The catalyst is CCCCCC.O1CCCC1.[Cu]Br. The product is [CH2:16]([C:27]1[CH:28]=[C:21]([C:20]([F:29])([F:30])[F:19])[CH:22]=[CH:23][C:24]=1[CH:25]=[O:26])[CH:15]=[CH2:14]. The yield is 0.850. (3) The reactants are Cl[C:2]1[C:11]([CH:12]=[O:13])=[CH:10][C:9]2[C:4](=[CH:5][CH:6]=[C:7](OC)[CH:8]=2)[N:3]=1.[CH3:16][NH:17][CH3:18].O1CCOC[CH2:20]1. No catalyst specified. The product is [CH3:16][N:17]([CH3:18])[C:2]1[C:11]([CH:12]=[O:13])=[CH:10][C:9]2[C:4](=[CH:5][CH:6]=[C:7]([CH3:20])[CH:8]=2)[N:3]=1. The yield is 0.950. (4) The reactants are [C:1]([O:5][C:6](=[O:30])[NH:7][C@@H:8]([CH:28]=O)[CH2:9][O:10][Si:11]([C:24]([CH3:27])([CH3:26])[CH3:25])([C:18]1[CH:23]=[CH:22][CH:21]=[CH:20][CH:19]=1)[C:12]1[CH:17]=[CH:16][CH:15]=[CH:14][CH:13]=1)([CH3:4])([CH3:3])[CH3:2].[Br-].[N+:32]([C:35]1[CH:60]=[CH:59][CH:58]=[CH:57][C:36]=1[CH2:37][P+](C1C=CC=CC=1)(C1C=CC=CC=1)C1C=CC=CC=1)([O-:34])=[O:33].[PH4+].C(=O)([O-])[O-].[K+].[K+].C1OCCOCCOCCOCCOCCOC1. The catalyst is COCCOC.C(Cl)Cl. The product is [C:1]([O:5][C:6](=[O:30])[NH:7][C@@H:8](/[CH:28]=[CH:37]/[C:36]1[CH:57]=[CH:58][CH:59]=[CH:60][C:35]=1[N+:32]([O-:34])=[O:33])[CH2:9][O:10][Si:11]([C:24]([CH3:25])([CH3:26])[CH3:27])([C:18]1[CH:19]=[CH:20][CH:21]=[CH:22][CH:23]=1)[C:12]1[CH:17]=[CH:16][CH:15]=[CH:14][CH:13]=1)([CH3:3])([CH3:4])[CH3:2]. The yield is 0.380. (5) The reactants are [F:1][C:2]1[CH:7]=[C:6]([OH:8])[CH:5]=[CH:4][C:3]=1[CH2:9][CH2:10][C:11]([O:13]CC)=[O:12].[C:16]1([C:22]2[N:23]([CH2:31][C:32]3[CH:37]=[CH:36][C:35]([CH2:38]O)=[CH:34][CH:33]=3)[C:24]3[C:29]([CH:30]=2)=[CH:28][CH:27]=[CH:26][CH:25]=3)[CH:21]=[CH:20][CH:19]=[CH:18][CH:17]=1.C(P(CCCC)CCCC)CCC.N(C(N1CCCCC1)=O)=NC(N1CCCCC1)=O.[OH-].[Na+]. The catalyst is C(OCC)(=O)C.O1CCCC1.CO.C(OCC)C. The product is [F:1][C:2]1[CH:7]=[C:6]([O:8][CH2:38][C:35]2[CH:34]=[CH:33][C:32]([CH2:31][N:23]3[C:24]4[C:29](=[CH:28][CH:27]=[CH:26][CH:25]=4)[CH:30]=[C:22]3[C:16]3[CH:21]=[CH:20][CH:19]=[CH:18][CH:17]=3)=[CH:37][CH:36]=2)[CH:5]=[CH:4][C:3]=1[CH2:9][CH2:10][C:11]([OH:13])=[O:12]. The yield is 0.790. (6) The reactants are [OH:1][CH2:2][CH2:3][CH2:4][N:5]1[C:13]2[C:8](=[CH:9][CH:10]=[CH:11][CH:12]=2)[C:7]2([C:17]3=[CH:18][C:19]4[O:23][CH2:22][O:21][C:20]=4[CH:24]=[C:16]3[O:15][CH2:14]2)[C:6]1=[O:25].CC(OI1(OC(C)=O)(OC(C)=O)OC(=O)C2C1=CC=CC=2)=O. The catalyst is ClCCl.C(OCC)(=O)C. The product is [O:25]=[C:6]1[C:7]2([C:17]3=[CH:18][C:19]4[O:23][CH2:22][O:21][C:20]=4[CH:24]=[C:16]3[O:15][CH2:14]2)[C:8]2[C:13](=[CH:12][CH:11]=[CH:10][CH:9]=2)[N:5]1[CH2:4][CH2:3][CH:2]=[O:1]. The yield is 0.800. (7) The reactants are [NH2:1][C:2]1[CH:3]=[N:4][CH:5]=[C:6]([CH:10]=1)[C:7]([OH:9])=O.[NH2:11][C:12]1[CH:13]=[C:14]([C@@H:18]([NH:20][C:21]2[CH:26]=[N:25][CH:24]=[C:23]([Cl:27])[N:22]=2)[CH3:19])[CH:15]=[CH:16][CH:17]=1.Cl.CN(C)CCCN=C=NCC.CN1CCOCC1. The catalyst is CN(C)C=O.C(OCC)(=O)C. The product is [NH2:1][C:2]1[CH:3]=[N:4][CH:5]=[C:6]([CH:10]=1)[C:7]([NH:11][C:12]1[CH:17]=[CH:16][CH:15]=[C:14]([C@@H:18]([NH:20][C:21]2[CH:26]=[N:25][CH:24]=[C:23]([Cl:27])[N:22]=2)[CH3:19])[CH:13]=1)=[O:9]. The yield is 0.380.